From a dataset of Full USPTO retrosynthesis dataset with 1.9M reactions from patents (1976-2016). Predict the reactants needed to synthesize the given product. (1) Given the product [Cl:29][C:27]1[CH:26]=[CH:25][C:24]([N:30]2[CH:34]=[N:33][N:32]=[N:31]2)=[C:23]([C:18]2[CH:17]=[C:16]3[N:21]([C@H:13]([C:11]4[NH:12][C:8]([C:5]5[CH:4]=[CH:3][C:2]([NH:1][C:40](=[O:41])[N:39]([CH2:38][CH2:37][O:36][CH3:35])[CH3:43])=[CH:7][CH:6]=5)=[CH:9][N:10]=4)[CH2:14][CH2:15]3)[C:20](=[O:22])[CH:19]=2)[CH:28]=1, predict the reactants needed to synthesize it. The reactants are: [NH2:1][C:2]1[CH:7]=[CH:6][C:5]([C:8]2[NH:12][C:11]([C@H:13]3[N:21]4[C:16](=[CH:17][C:18]([C:23]5[CH:28]=[C:27]([Cl:29])[CH:26]=[CH:25][C:24]=5[N:30]5[CH:34]=[N:33][N:32]=[N:31]5)=[CH:19][C:20]4=[O:22])[CH2:15][CH2:14]3)=[N:10][CH:9]=2)=[CH:4][CH:3]=1.[CH3:35][O:36][CH2:37][CH2:38][N:39]([CH3:43])[C:40](Cl)=[O:41]. (2) Given the product [C:1]1([C@@H:7]2[CH2:9][C@H:8]2[NH:10][CH2:11][C@H:13]2[CH2:14][CH2:15][C@H:16]([C:19]([O:21][CH3:22])=[O:20])[CH2:17][CH2:18]2)[CH:6]=[CH:5][CH:4]=[CH:3][CH:2]=1, predict the reactants needed to synthesize it. The reactants are: [C:1]1([C@@H:7]2[CH2:9][C@H:8]2[NH2:10])[CH:6]=[CH:5][CH:4]=[CH:3][CH:2]=1.[CH:11]([C@H:13]1[CH2:18][CH2:17][C@H:16]([C:19]([O:21][CH3:22])=[O:20])[CH2:15][CH2:14]1)=O.C([BH3-])#N.[Na+].O.